From a dataset of Merck oncology drug combination screen with 23,052 pairs across 39 cell lines. Regression. Given two drug SMILES strings and cell line genomic features, predict the synergy score measuring deviation from expected non-interaction effect. (1) Synergy scores: synergy=46.4. Cell line: MDAMB436. Drug 1: NC1(c2ccc(-c3nc4ccn5c(=O)[nH]nc5c4cc3-c3ccccc3)cc2)CCC1. Drug 2: Cc1nc(Nc2ncc(C(=O)Nc3c(C)cccc3Cl)s2)cc(N2CCN(CCO)CC2)n1. (2) Drug 1: CC(=O)OC1C(=O)C2(C)C(O)CC3OCC3(OC(C)=O)C2C(OC(=O)c2ccccc2)C2(O)CC(OC(=O)C(O)C(NC(=O)c3ccccc3)c3ccccc3)C(C)=C1C2(C)C. Drug 2: O=C(CCCCCCC(=O)Nc1ccccc1)NO. Cell line: ZR751. Synergy scores: synergy=-20.5. (3) Drug 1: COC12C(COC(N)=O)C3=C(C(=O)C(C)=C(N)C3=O)N1CC1NC12. Drug 2: O=C(CCCCCCC(=O)Nc1ccccc1)NO. Cell line: A427. Synergy scores: synergy=-4.80. (4) Drug 1: O=C(O)C1(Cc2cccc(Nc3nccs3)n2)CCC(Oc2cccc(Cl)c2F)CC1. Drug 2: COC1CC2CCC(C)C(O)(O2)C(=O)C(=O)N2CCCCC2C(=O)OC(C(C)CC2CCC(OP(C)(C)=O)C(OC)C2)CC(=O)C(C)C=C(C)C(O)C(OC)C(=O)C(C)CC(C)C=CC=CC=C1C. Cell line: A427. Synergy scores: synergy=20.6. (5) Drug 1: NC(=O)c1cccc2cn(-c3ccc(C4CCCNC4)cc3)nc12. Drug 2: C#Cc1cccc(Nc2ncnc3cc(OCCOC)c(OCCOC)cc23)c1. Cell line: UACC62. Synergy scores: synergy=4.89. (6) Drug 1: CN1C(=O)C=CC2(C)C3CCC4(C)C(NC(=O)OCC(F)(F)F)CCC4C3CCC12. Drug 2: COC1=C2CC(C)CC(OC)C(O)C(C)C=C(C)C(OC(N)=O)C(OC)C=CC=C(C)C(=O)NC(=CC1=O)C2=O. Cell line: OVCAR3. Synergy scores: synergy=-1.93. (7) Drug 1: CN(C)C(=N)N=C(N)N. Drug 2: C=CCn1c(=O)c2cnc(Nc3ccc(N4CCN(C)CC4)cc3)nc2n1-c1cccc(C(C)(C)O)n1. Cell line: COLO320DM. Synergy scores: synergy=-0.981. (8) Drug 1: COC12C(COC(N)=O)C3=C(C(=O)C(C)=C(N)C3=O)N1CC1NC12. Drug 2: COC1=C2CC(C)CC(OC)C(O)C(C)C=C(C)C(OC(N)=O)C(OC)C=CC=C(C)C(=O)NC(=CC1=O)C2=O. Cell line: A375. Synergy scores: synergy=-1.60. (9) Drug 1: NC(=O)c1cccc2cn(-c3ccc(C4CCCNC4)cc3)nc12. Drug 2: CCC1(O)C(=O)OCc2c1cc1n(c2=O)Cc2cc3c(CN(C)C)c(O)ccc3nc2-1. Cell line: EFM192B. Synergy scores: synergy=32.7.